Dataset: NCI-60 drug combinations with 297,098 pairs across 59 cell lines. Task: Regression. Given two drug SMILES strings and cell line genomic features, predict the synergy score measuring deviation from expected non-interaction effect. (1) Drug 1: CC1C(C(CC(O1)OC2CC(CC3=C2C(=C4C(=C3O)C(=O)C5=C(C4=O)C(=CC=C5)OC)O)(C(=O)C)O)N)O.Cl. Drug 2: CC1CCC2CC(C(=CC=CC=CC(CC(C(=O)C(C(C(=CC(C(=O)CC(OC(=O)C3CCCCN3C(=O)C(=O)C1(O2)O)C(C)CC4CCC(C(C4)OC)O)C)C)O)OC)C)C)C)OC. Cell line: NCI-H522. Synergy scores: CSS=21.8, Synergy_ZIP=-6.34, Synergy_Bliss=-3.21, Synergy_Loewe=-1.22, Synergy_HSA=1.46. (2) Cell line: HOP-92. Drug 1: C1=C(C(=O)NC(=O)N1)F. Synergy scores: CSS=10.9, Synergy_ZIP=-2.34, Synergy_Bliss=-6.62, Synergy_Loewe=-5.42, Synergy_HSA=-5.35. Drug 2: CC1C(C(CC(O1)OC2CC(OC(C2O)C)OC3=CC4=CC5=C(C(=O)C(C(C5)C(C(=O)C(C(C)O)O)OC)OC6CC(C(C(O6)C)O)OC7CC(C(C(O7)C)O)OC8CC(C(C(O8)C)O)(C)O)C(=C4C(=C3C)O)O)O)O. (3) Drug 1: CC12CCC3C(C1CCC2=O)CC(=C)C4=CC(=O)C=CC34C. Drug 2: C1=CC(=CC=C1CC(C(=O)O)N)N(CCCl)CCCl.Cl. Cell line: NCI-H460. Synergy scores: CSS=37.0, Synergy_ZIP=2.38, Synergy_Bliss=5.59, Synergy_Loewe=-4.40, Synergy_HSA=6.19. (4) Drug 1: C1=C(C(=O)NC(=O)N1)F. Drug 2: C1=CC=C(C(=C1)C(C2=CC=C(C=C2)Cl)C(Cl)Cl)Cl. Cell line: SNB-19. Synergy scores: CSS=33.7, Synergy_ZIP=2.44, Synergy_Bliss=3.64, Synergy_Loewe=-3.53, Synergy_HSA=4.04. (5) Drug 1: CC1CCC2CC(C(=CC=CC=CC(CC(C(=O)C(C(C(=CC(C(=O)CC(OC(=O)C3CCCCN3C(=O)C(=O)C1(O2)O)C(C)CC4CCC(C(C4)OC)OCCO)C)C)O)OC)C)C)C)OC. Drug 2: CNC(=O)C1=NC=CC(=C1)OC2=CC=C(C=C2)NC(=O)NC3=CC(=C(C=C3)Cl)C(F)(F)F. Cell line: MALME-3M. Synergy scores: CSS=5.30, Synergy_ZIP=-0.594, Synergy_Bliss=-1.16, Synergy_Loewe=-13.9, Synergy_HSA=-2.92.